Dataset: Reaction yield outcomes from USPTO patents with 853,638 reactions. Task: Predict the reaction yield, written as a fraction of the theoretical maximum amount of product (1.0 means a 100% yield; for example, 0.34 means a 34% yield). (1) The reactants are [F:1][C:2]1[CH:26]=[CH:25][CH:24]=[C:23]([F:27])[C:3]=1[CH2:4][O:5][C:6]1[C:7]2[N:8]([C:14]([C:18]([O:20]CC)=[O:19])=[C:15]([CH3:17])[N:16]=2)[CH:9]=[C:10]([C:12]#[CH:13])[CH:11]=1.[OH-].[Li+].Cl. The catalyst is O1CCCC1.CO. The product is [F:1][C:2]1[CH:26]=[CH:25][CH:24]=[C:23]([F:27])[C:3]=1[CH2:4][O:5][C:6]1[C:7]2[N:8]([C:14]([C:18]([OH:20])=[O:19])=[C:15]([CH3:17])[N:16]=2)[CH:9]=[C:10]([C:12]#[CH:13])[CH:11]=1. The yield is 1.00. (2) The reactants are [Cl:1][C:2]1[N:10]=[C:9]2[C:5]([NH:6][CH:7]=[N:8]2)=[C:4](Cl)[N:3]=1.[CH:12]1([NH2:18])[CH2:17][CH2:16][CH2:15][CH2:14][CH2:13]1.CCN(CC)CC. The catalyst is C(O)C. The product is [Cl:1][C:2]1[N:10]=[C:9]2[C:5]([N:6]=[CH:7][NH:8]2)=[C:4]([NH:18][CH:12]2[CH2:17][CH2:16][CH2:15][CH2:14][CH2:13]2)[N:3]=1. The yield is 0.750. (3) The reactants are [Cl:1][C:2]1[N:10]=[C:9]2[C:5]([NH:6][CH:7]=[N:8]2)=[C:4](Cl)[N:3]=1.O.C1(C)C=CC(S(O)(=O)=O)=CC=1.[O:24]1[CH:29]=[CH:28][CH2:27][CH2:26][CH2:25]1.O.[NH3:31]. The catalyst is C(OCC)(=O)C.C(O)(C)C. The product is [Cl:1][C:2]1[N:10]=[C:9]2[C:5]([N:6]=[CH:7][N:8]2[CH:29]2[CH2:28][CH2:27][CH2:26][CH2:25][O:24]2)=[C:4]([NH2:31])[N:3]=1. The yield is 0.930. (4) The reactants are C(O[C:4](=[O:12])[C:5]1[CH:10]=[CH:9][N:8]=[CH:7][C:6]=1[OH:11])C.[CH3:13][O:14][CH2:15][CH2:16][NH:17][CH2:18][CH2:19][O:20][CH3:21]. No catalyst specified. The product is [OH:11][C:6]1[CH:7]=[N:8][CH:9]=[CH:10][C:5]=1[C:4]([N:17]([CH2:18][CH2:19][O:20][CH3:21])[CH2:16][CH2:15][O:14][CH3:13])=[O:12]. The yield is 0.300. (5) The reactants are N[N:2]1[C:7](=[O:8])[C:6]([C:9]2[NH:14][C:13]3[CH:15]=[CH:16][CH:17]=[CH:18][C:12]=3[S:11](=[O:20])(=[O:19])[N:10]=2)=[C:5]([OH:21])[C:4]2[S:22][CH:23]=[CH:24][C:3]1=2.[CH:25](=O)[CH2:26][CH2:27][CH3:28].C[N:31](C)C(=O)C. No catalyst specified. The product is [CH:25](=[N:31][C:23]1[S:22][C:4]2[C:5]([OH:21])=[C:6]([C:9]3[NH:14][C:13]4[CH:15]=[CH:16][CH:17]=[CH:18][C:12]=4[S:11](=[O:20])(=[O:19])[N:10]=3)[C:7](=[O:8])[NH:2][C:3]=2[CH:24]=1)[CH2:26][CH2:27][CH3:28]. The yield is 0.650. (6) The reactants are [C:1]([O:8][CH3:9])(=[O:7])[CH2:2][C:3]([O:5][CH3:6])=[O:4].[C:10]1(=O)[CH2:14][CH2:13][CH2:12][CH2:11]1. No catalyst specified. The product is [C:10]1([CH:2]([C:1]([O:8][CH3:9])=[O:7])[C:3]([O:5][CH3:6])=[O:4])[CH2:14][CH2:13][CH2:12][CH:11]=1. The yield is 0.280. (7) The reactants are Cl[C:2]1[CH:7]=[C:6](Cl)[N:5]=[CH:4][N:3]=1.[C:9]1(B(O)O)[CH:14]=[CH:13][CH:12]=[CH:11][CH:10]=1.C(=O)([O-])[O-].[Na+].[Na+]. The catalyst is C1C=CC(P(C2C=CC=CC=2)C2C=CC=CC=2)=CC=1.C1C=CC(P(C2C=CC=CC=2)C2C=CC=CC=2)=CC=1.Cl[Pd]Cl.O.C(#N)C. The product is [C:9]1([C:2]2[CH:7]=[C:6]([C:9]3[CH:14]=[CH:13][CH:12]=[CH:11][CH:10]=3)[N:5]=[CH:4][N:3]=2)[CH:14]=[CH:13][CH:12]=[CH:11][CH:10]=1. The yield is 0.380.